This data is from Full USPTO retrosynthesis dataset with 1.9M reactions from patents (1976-2016). The task is: Predict the reactants needed to synthesize the given product. (1) Given the product [CH:9](=[N:1][C@@H:2]1[CH2:7][CH2:6][CH2:5][CH2:4][C@H:3]1[OH:8])[C:10]1[CH:15]=[CH:14][CH:13]=[CH:12][CH:11]=1, predict the reactants needed to synthesize it. The reactants are: [NH2:1][C@@H:2]1[CH2:7][CH2:6][CH2:5][CH2:4][C@H:3]1[OH:8].[CH:9](=O)[C:10]1[CH:15]=[CH:14][CH:13]=[CH:12][CH:11]=1.O. (2) Given the product [CH3:1][O:2][C:3](=[O:18])[C:4]([CH3:17])([CH3:16])[CH2:5][O:6][C:7]1[CH:12]=[CH:11][C:10]([Br:13])=[CH:9][C:8]=1/[CH:14]=[C:24]1\[C:25](=[O:29])[NH:26][C:27]2[C:23]\1=[CH:22][CH:21]=[C:20]([Cl:19])[CH:28]=2, predict the reactants needed to synthesize it. The reactants are: [CH3:1][O:2][C:3](=[O:18])[C:4]([CH3:17])([CH3:16])[CH2:5][O:6][C:7]1[CH:12]=[CH:11][C:10]([Br:13])=[CH:9][C:8]=1[CH:14]=O.[Cl:19][C:20]1[CH:28]=[C:27]2[C:23]([CH2:24][C:25](=[O:29])[NH:26]2)=[CH:22][CH:21]=1.N1CCCC1. (3) Given the product [ClH:1].[CH3:2][N:3]([CH:7]1[CH2:8][CH2:9][N:10]([C:13](=[O:22])[CH2:14][CH2:15][C:16]2[N:17]([CH3:21])[CH:18]=[CH:19][N:20]=2)[CH2:11][CH2:12]1)[C:4](=[O:6])[CH3:5], predict the reactants needed to synthesize it. The reactants are: [ClH:1].[CH3:2][N:3]([CH:7]1[CH2:12][CH2:11][N:10]([C:13](=[O:22])[CH2:14][CH2:15][C:16]2[N:17]([CH3:21])[CH:18]=[CH:19][N:20]=2)[CH2:9][CH2:8]1)[C:4](=[O:6])[CH3:5]. (4) Given the product [N+:19]([C:17]1[CH:16]=[N:15][N:14]([CH2:13][CH2:12][CH2:11][CH2:10][OH:9])[CH:18]=1)([O-:21])=[O:20], predict the reactants needed to synthesize it. The reactants are: [H-].[H-].[H-].[H-].[Li+].[Al+3].C([O:9][C:10](=O)[CH2:11][CH2:12][CH2:13][N:14]1[CH:18]=[C:17]([N+:19]([O-:21])=[O:20])[CH:16]=[N:15]1)C. (5) Given the product [CH:43]1([O:47][C:48]2[CH:53]=[CH:52][C:51]([CH2:54][O:55][CH3:56])=[CH:50][C:49]=2[CH2:57][NH:58][C:14]([NH:13][C:10]2[N:9]([C:23]3[CH:24]=[CH:25][CH:26]=[CH:27][CH:28]=3)[N:8]=[C:7]([C:5]3[CH:4]=[N:3][N:2]([CH3:1])[CH:6]=3)[C:11]=2[CH3:12])=[O:22])[CH2:46][CH2:45][CH2:44]1, predict the reactants needed to synthesize it. The reactants are: [CH3:1][N:2]1[CH:6]=[C:5]([C:7]2[C:11]([CH3:12])=[C:10]([NH:13][C:14](=[O:22])OC3C=CC=CC=3)[N:9]([C:23]3[CH:28]=[CH:27][CH:26]=[CH:25][CH:24]=3)[N:8]=2)[CH:4]=[N:3]1.C1(C2C=CC(COC)=CC=2CN)CC1.[CH:43]1([O:47][C:48]2[CH:53]=[CH:52][C:51]([CH2:54][O:55][CH3:56])=[CH:50][C:49]=2[CH2:57][NH2:58])[CH2:46][CH2:45][CH2:44]1. (6) Given the product [CH3:9][O:8][C:6]([C:5]1[CH:10]=[CH:11][C:12]([C:23]2[CH:24]=[C:25]([O:28][CH3:29])[CH:26]=[CH:27][C:22]=2[F:21])=[C:3]([CH:1]=[O:2])[CH:4]=1)=[O:7], predict the reactants needed to synthesize it. The reactants are: [CH:1]([C:3]1[CH:4]=[C:5]([CH:10]=[CH:11][C:12]=1OS(C(F)(F)F)(=O)=O)[C:6]([O:8][CH3:9])=[O:7])=[O:2].[F:21][C:22]1[CH:27]=[CH:26][C:25]([O:28][CH3:29])=[CH:24][C:23]=1B(O)O.[O-]P([O-])([O-])=O.[K+].[K+].[K+]. (7) Given the product [Cl:20][C:17]1[CH:18]=[CH:19][C:14]([C:12]2[CH:11]=[C:10]([CH3:22])[N:9]=[C:8]([C:4]3[CH:3]=[C:2]([C:27]4[CH:28]=[CH:29][C:24]([NH2:23])=[N:25][CH:26]=4)[CH:7]=[CH:6][CH:5]=3)[N:13]=2)=[CH:15][C:16]=1[CH3:21], predict the reactants needed to synthesize it. The reactants are: Br[C:2]1[CH:3]=[C:4]([C:8]2[N:13]=[C:12]([C:14]3[CH:19]=[CH:18][C:17]([Cl:20])=[C:16]([CH3:21])[CH:15]=3)[CH:11]=[C:10]([CH3:22])[N:9]=2)[CH:5]=[CH:6][CH:7]=1.[NH2:23][C:24]1[CH:29]=[CH:28][C:27](B2OC(C)(C)C(C)(C)O2)=[CH:26][N:25]=1.